Dataset: Reaction yield outcomes from USPTO patents with 853,638 reactions. Task: Predict the reaction yield, written as a fraction of the theoretical maximum amount of product (1.0 means a 100% yield; for example, 0.34 means a 34% yield). The reactants are [Cl:1][C:2]1[CH:7]=[C:6]([NH:8][CH:9]2[CH2:11][CH2:10]2)[N:5]2[N:12]=[C:13]([CH3:17])[C:14]([CH:15]=[O:16])=[C:4]2[N:3]=1.C(N(CC)CC)C.CN(C1C=CC=CN=1)C.[C:34]([O:38][C:39](O[C:39]([O:38][C:34]([CH3:37])([CH3:36])[CH3:35])=[O:40])=[O:40])([CH3:37])([CH3:36])[CH3:35]. The catalyst is C(Cl)Cl. The product is [Cl:1][C:2]1[CH:7]=[C:6]([N:8]([CH:9]2[CH2:11][CH2:10]2)[C:39](=[O:40])[O:38][C:34]([CH3:37])([CH3:36])[CH3:35])[N:5]2[N:12]=[C:13]([CH3:17])[C:14]([CH:15]=[O:16])=[C:4]2[N:3]=1. The yield is 0.820.